The task is: Predict the product of the given reaction.. This data is from Forward reaction prediction with 1.9M reactions from USPTO patents (1976-2016). Given the reactants [C:1]([C:3]1[CH:8]=[CH:7][CH:6]=[CH:5][CH:4]=1)#[CH:2].[F:9][CH:10]([F:19])[O:11][C:12]1[CH:17]=[CH:16][C:15](I)=[CH:14][CH:13]=1.CN(C)C=O.C(N(CC)CC)C, predict the reaction product. The product is: [F:9][CH:10]([F:19])[O:11][C:12]1[CH:17]=[CH:16][C:15]([C:2]#[C:1][C:3]2[CH:8]=[CH:7][CH:6]=[CH:5][CH:4]=2)=[CH:14][CH:13]=1.